Predict the reaction yield, written as a fraction of the theoretical maximum amount of product (1.0 means a 100% yield; for example, 0.34 means a 34% yield). From a dataset of Reaction yield outcomes from USPTO patents with 853,638 reactions. (1) The reactants are O[CH2:2][CH:3]1[CH2:7][CH:6]([CH2:8][OH:9])[CH:5]=[CH:4]1.[N:10]1C=CC=C[CH:11]=1.[C:16](Cl)([C:29]1[CH:34]=[CH:33][CH:32]=[CH:31][CH:30]=1)([C:23]1[CH:28]=[CH:27][CH:26]=[CH:25][CH:24]=1)[C:17]1[CH:22]=[CH:21][CH:20]=[CH:19][CH:18]=1.O. The catalyst is C(Cl)Cl. The product is [C:16]([O:9][CH2:8][CH:6]1[CH2:7][CH:3]([CH2:2][C:11]#[N:10])[CH:4]=[CH:5]1)([C:29]1[CH:34]=[CH:33][CH:32]=[CH:31][CH:30]=1)([C:23]1[CH:28]=[CH:27][CH:26]=[CH:25][CH:24]=1)[C:17]1[CH:22]=[CH:21][CH:20]=[CH:19][CH:18]=1. The yield is 0.457. (2) The catalyst is [Zn]. The reactants are [CH2:1]([O:3][C:4](=[O:47])[CH2:5][CH2:6][CH2:7][O:8][C:9]1[CH:14]=[CH:13][CH:12]=[C:11]([CH2:15][CH2:16][CH2:17][CH2:18][CH2:19][CH2:20][O:21][C:22]2[CH:27]=[C:26]([N+:28]([O-])=O)[CH:25]=[C:24]([C:31]3[CH:39]=[CH:38][C:34]4[O:35][CH2:36][O:37][C:33]=4[CH:32]=3)[CH:23]=2)[C:10]=1[CH2:40][CH2:41][C:42]([O:44][CH2:45][CH3:46])=[O:43])[CH3:2].[Cl-].[NH4+]. The yield is 0.870. The product is [CH2:1]([O:3][C:4](=[O:47])[CH2:5][CH2:6][CH2:7][O:8][C:9]1[CH:14]=[CH:13][CH:12]=[C:11]([CH2:15][CH2:16][CH2:17][CH2:18][CH2:19][CH2:20][O:21][C:22]2[CH:23]=[C:24]([C:31]3[CH:39]=[CH:38][C:34]4[O:35][CH2:36][O:37][C:33]=4[CH:32]=3)[CH:25]=[C:26]([NH2:28])[CH:27]=2)[C:10]=1[CH2:40][CH2:41][C:42]([O:44][CH2:45][CH3:46])=[O:43])[CH3:2]. (3) The reactants are C1COCC1.C([O-])([O-])=O.[Na+].[Na+].Cl[C:13]1[CH:18]=[C:17]([Cl:19])[N:16]=[C:15]([N:20]2[CH2:25][CH2:24][O:23][CH2:22][CH2:21]2)[N:14]=1.CC1(C)C(C)(C)OB([C:34]2[CH:35]=[CH:36][C:37]([NH2:40])=[N:38][CH:39]=2)O1. The catalyst is C1C=CC(P(C2C=CC=CC=2)[C-]2C=CC=C2)=CC=1.C1C=CC(P(C2C=CC=CC=2)[C-]2C=CC=C2)=CC=1.Cl[Pd]Cl.[Fe+2].O.CCOC(C)=O. The product is [Cl:19][C:17]1[N:16]=[C:15]([N:20]2[CH2:25][CH2:24][O:23][CH2:22][CH2:21]2)[N:14]=[C:13]([C:34]2[CH:35]=[CH:36][C:37]([NH2:40])=[N:38][CH:39]=2)[CH:18]=1. The yield is 0.440.